Dataset: Reaction yield outcomes from USPTO patents with 853,638 reactions. Task: Predict the reaction yield, written as a fraction of the theoretical maximum amount of product (1.0 means a 100% yield; for example, 0.34 means a 34% yield). (1) The reactants are CO.C([O:10][C:11]1[C:12]([CH3:27])=[C:13]([CH3:26])[C:14]([NH:18][C:19](=[O:25])[CH:20]([CH2:23][CH3:24])[CH2:21][CH3:22])=[N:15][C:16]=1[CH3:17])C1C=CC=CC=1. The catalyst is [Pd]. The product is [CH2:23]([CH:20]([CH2:21][CH3:22])[C:19]([NH:18][C:14]1[C:13]([CH3:26])=[C:12]([CH3:27])[C:11]([OH:10])=[C:16]([CH3:17])[N:15]=1)=[O:25])[CH3:24]. The yield is 0.990. (2) The reactants are S(=O)(=O)(O)O.Cl.[CH3:7][O:8][C:9]1[CH:10]=[C:11]2[C:16](=[C:17]([N:19]3[CH2:24][CH2:23][N:22]([CH3:25])[CH2:21][CH2:20]3)[CH:18]=1)[O:15][CH:14]([C:26]([OH:28])=[O:27])[CH2:13][CH2:12]2.[CH3:29]O. No catalyst specified. The product is [CH3:29][O:27][C:26]([CH:14]1[CH2:13][CH2:12][C:11]2[C:16](=[C:17]([N:19]3[CH2:20][CH2:21][N:22]([CH3:25])[CH2:23][CH2:24]3)[CH:18]=[C:9]([O:8][CH3:7])[CH:10]=2)[O:15]1)=[O:28]. The yield is 0.990. (3) The yield is 0.250. The reactants are [C:1]([O:4][C:5]1[CH:13]=[CH:12][CH:11]=[CH:10][C:6]=1[C:7]([OH:9])=O)(=[O:3])[CH3:2].[CH3:14][C:15]1[N:16]=[C:17]([NH2:26])[S:18][C:19]=1[CH2:20][CH2:21][O:22][N+:23]([O-:25])=[O:24]. No catalyst specified. The product is [CH3:14][C:15]1[N:16]=[C:17]([NH:26][C:7]([C:6]2[CH:10]=[CH:11][CH:12]=[CH:13][C:5]=2[O:4][C:1](=[O:3])[CH3:2])=[O:9])[S:18][C:19]=1[CH2:20][CH2:21][O:22][N+:23]([O-:25])=[O:24]. (4) The reactants are [Cl:1][C:2]1[CH:3]=[N:4][N:5]([CH3:17])[C:6]=1[C:7]1[CH:8]=[C:9]([C:14]([OH:16])=O)[S:10][C:11]=1[O:12][CH3:13].[NH2:18][C@@H:19]([CH2:32][C:33]1[CH:38]=[CH:37][CH:36]=[C:35]([C:39]([F:42])([F:41])[F:40])[CH:34]=1)[CH2:20][N:21]1[C:29](=[O:30])[C:28]2[C:23](=[CH:24][CH:25]=[CH:26][CH:27]=2)[C:22]1=[O:31].CC(OC(N[C@H](C(O)=O)CC1C=CC=CC=1C(F)(F)F)=O)(C)C.C1CN([P+](Br)(N2CCCC2)N2CCCC2)CC1.F[P-](F)(F)(F)(F)F.CCN(C(C)C)C(C)C. The catalyst is C(Cl)(Cl)Cl. The product is [Cl:1][C:2]1[CH:3]=[N:4][N:5]([CH3:17])[C:6]=1[C:7]1[CH:8]=[C:9]([C:14]([NH:18][C@@H:19]([CH2:32][C:33]2[CH:38]=[CH:37][CH:36]=[C:35]([C:39]([F:42])([F:40])[F:41])[CH:34]=2)[CH2:20][N:21]2[C:22](=[O:31])[C:23]3[C:28](=[CH:27][CH:26]=[CH:25][CH:24]=3)[C:29]2=[O:30])=[O:16])[S:10][C:11]=1[O:12][CH3:13]. The yield is 0.560. (5) The reactants are Br[C:2]1[CH:7]=[CH:6][C:5]([C:8]2([O:11][CH2:12][C:13]3[CH:18]=[CH:17][CH:16]=[CH:15][CH:14]=3)[CH2:10][CH2:9]2)=[CH:4][CH:3]=1.[CH3:19][Si:20]([C:23]#[CH:24])([CH3:22])[CH3:21]. The catalyst is C(N(CC)CC)C.[Cu]I.Cl[Pd](Cl)([P](C1C=CC=CC=1)(C1C=CC=CC=1)C1C=CC=CC=1)[P](C1C=CC=CC=1)(C1C=CC=CC=1)C1C=CC=CC=1. The product is [CH2:12]([O:11][C:8]1([C:5]2[CH:6]=[CH:7][C:2]([C:24]#[C:23][Si:20]([CH3:22])([CH3:21])[CH3:19])=[CH:3][CH:4]=2)[CH2:10][CH2:9]1)[C:13]1[CH:18]=[CH:17][CH:16]=[CH:15][CH:14]=1. The yield is 0.830. (6) The reactants are Br[C:2]1[CH:20]=[CH:19][C:5]([O:6][CH2:7][CH:8]2[CH2:13][CH2:12][N:11]([CH2:14][C:15]([F:18])([CH3:17])[CH3:16])[CH2:10][CH2:9]2)=[CH:4][C:3]=1[F:21].[CH3:22][O:23][C:24]([C:26]1[N:31]=[CH:30][C:29](B(O)O)=[CH:28][CH:27]=1)=[O:25].C([O-])([O-])=O.[Cs+].[Cs+]. The catalyst is C1C=CC(P(C2C=CC=CC=2)[C-]2C=CC=C2)=CC=1.C1C=CC(P(C2C=CC=CC=2)[C-]2C=CC=C2)=CC=1.Cl[Pd]Cl.[Fe+2].O. The product is [F:21][C:3]1[CH:4]=[C:5]([O:6][CH2:7][CH:8]2[CH2:13][CH2:12][N:11]([CH2:14][C:15]([F:18])([CH3:17])[CH3:16])[CH2:10][CH2:9]2)[CH:19]=[CH:20][C:2]=1[C:29]1[CH:28]=[CH:27][C:26]([C:24]([O:23][CH3:22])=[O:25])=[N:31][CH:30]=1. The yield is 0.170. (7) The reactants are S(O)(O)(=O)=O.[CH:6]1[C:22]2[CH2:21][C@H:20]3[N:23]([CH2:25][CH2:26][C@@:12]45[C@H:19]3[CH:18]=[CH:17][C@H:15]([OH:16])[C@@H:13]4[O:14][C:10]([C:11]=25)=[C:8]([OH:9])[CH:7]=1)[CH3:24].C([O-])([O-])=O.[K+].[K+].C(Cl)Cl.Cl. The catalyst is O. The product is [CH:6]1[C:22]2[CH2:21][C@H:20]3[N:23]([CH2:25][CH2:26][C@@:12]45[C@H:19]3[CH:18]=[CH:17][C@H:15]([OH:16])[C@@H:13]4[O:14][C:10]([C:11]=25)=[C:8]([OH:9])[CH:7]=1)[CH3:24]. The yield is 0.560.